From a dataset of Reaction yield outcomes from USPTO patents with 853,638 reactions. Predict the reaction yield, written as a fraction of the theoretical maximum amount of product (1.0 means a 100% yield; for example, 0.34 means a 34% yield). (1) The yield is 0.360. The product is [CH3:24][N:25]1[CH:29]=[C:28]([C:2]2[CH:7]=[CH:6][N:5]=[C:4]3[N:8]([S:15]([C:18]4[CH:23]=[CH:22][CH:21]=[CH:20][CH:19]=4)(=[O:17])=[O:16])[C:9]([Si:11]([CH3:14])([CH3:13])[CH3:12])=[CH:10][C:3]=23)[C:27]([C:39]2[CH:40]=[CH:41][C:42]([N+:45]([O-:47])=[O:46])=[CH:43][CH:44]=2)=[N:26]1. The reactants are Br[C:2]1[CH:7]=[CH:6][N:5]=[C:4]2[N:8]([S:15]([C:18]3[CH:23]=[CH:22][CH:21]=[CH:20][CH:19]=3)(=[O:17])=[O:16])[C:9]([Si:11]([CH3:14])([CH3:13])[CH3:12])=[CH:10][C:3]=12.[CH3:24][N:25]1[CH:29]=[C:28](B2OC(C)(C)C(C)(C)O2)[C:27]([C:39]2[CH:44]=[CH:43][C:42]([N+:45]([O-:47])=[O:46])=[CH:41][CH:40]=2)=[N:26]1.N#N. The catalyst is O1CCOCC1.C([O-])(O)=O.[Na+].[Pd].C1(P(C2C=CC=CC=2)C2C=CC=CC=2)C=CC=CC=1.C1(P(C2C=CC=CC=2)C2C=CC=CC=2)C=CC=CC=1.C1(P(C2C=CC=CC=2)C2C=CC=CC=2)C=CC=CC=1.C1(P(C2C=CC=CC=2)C2C=CC=CC=2)C=CC=CC=1. (2) The reactants are [C:1]([N:4]1[CH:9]([CH3:10])[CH2:8][N:7]([C:11]2[CH:18]=[CH:17][C:14]([CH:15]=O)=[CH:13][CH:12]=2)[CH2:6][CH:5]1[CH3:19])(=[O:3])[CH3:2].OS([O-])=O.[Na+].CC1C=CC(S(O)(=O)=O)=CC=1.[NH2:36][C:37]1[CH:45]=[C:44]([O:46][CH3:47])[CH:43]=[C:42]([O:48][CH3:49])[C:38]=1[C:39]([NH2:41])=[O:40]. The catalyst is CC(N(C)C)=O.O. The product is [C:1]([N:4]1[C@@H:9]([CH3:10])[CH2:8][N:7]([C:11]2[CH:18]=[CH:17][C:14]([C:15]3[NH:41][C:39](=[O:40])[C:38]4[C:37](=[CH:45][C:44]([O:46][CH3:47])=[CH:43][C:42]=4[O:48][CH3:49])[N:36]=3)=[CH:13][CH:12]=2)[CH2:6][C@H:5]1[CH3:19])(=[O:3])[CH3:2]. The yield is 0.460. (3) The yield is 0.680. The reactants are [CH3:1][O:2][CH2:3][CH2:4][CH2:5][O:6][CH:7]([C:37]1[CH:42]=[CH:41][CH:40]=[CH:39][CH:38]=1)[CH:8]1[CH2:13][CH2:12][CH2:11][N:10]([C:14]([NH:19][C@@H:20]([CH2:30][CH:31]2[CH2:36][CH2:35][CH2:34][CH2:33][CH2:32]2)[CH2:21][NH:22]C(=O)OC(C)(C)C)=[CH:15][N+:16]([O-:18])=[O:17])[CH2:9]1. The catalyst is C(O)(C(F)(F)F)=O.C(Cl)Cl. The product is [CH3:1][O:2][CH2:3][CH2:4][CH2:5][O:6][CH:7]([C:37]1[CH:38]=[CH:39][CH:40]=[CH:41][CH:42]=1)[CH:8]1[CH2:13][CH2:12][CH2:11][N:10]([C:14]([NH:19][C@@H:20]([CH2:30][CH:31]2[CH2:36][CH2:35][CH2:34][CH2:33][CH2:32]2)[CH2:21][NH2:22])=[CH:15][N+:16]([O-:18])=[O:17])[CH2:9]1. (4) The reactants are C(N(CC)CC)C.Br[C:9]1[C:10]([NH2:27])=[N:11][CH:12]=[C:13]([C:15]2[CH:20]=[CH:19][C:18]([S:21]([CH:24]([CH3:26])[CH3:25])(=[O:23])=[O:22])=[CH:17][CH:16]=2)[N:14]=1.[CH3:28][Si:29]([C:32]#[CH:33])([CH3:31])[CH3:30]. The catalyst is CN(C=O)C.[Cu]I.C1C=CC([P]([Pd]([P](C2C=CC=CC=2)(C2C=CC=CC=2)C2C=CC=CC=2)([P](C2C=CC=CC=2)(C2C=CC=CC=2)C2C=CC=CC=2)[P](C2C=CC=CC=2)(C2C=CC=CC=2)C2C=CC=CC=2)(C2C=CC=CC=2)C2C=CC=CC=2)=CC=1. The product is [CH:24]([S:21]([C:18]1[CH:19]=[CH:20][C:15]([C:13]2[N:14]=[C:9]([C:33]#[C:32][Si:29]([CH3:31])([CH3:30])[CH3:28])[C:10]([NH2:27])=[N:11][CH:12]=2)=[CH:16][CH:17]=1)(=[O:23])=[O:22])([CH3:26])[CH3:25]. The yield is 0.780. (5) The reactants are [NH2:1][C:2]1[C:11]2[C:6](=[C:7](Br)[CH:8]=[CH:9][CH:10]=2)[N:5]=[N:4][C:3]=1[C:13]([NH:15][CH:16]1[CH2:18][CH2:17]1)=[O:14].[CH3:19][C:20]1[CH:25]=[CH:24][N:23]=[CH:22][C:21]=1B(O)O. No catalyst specified. The product is [NH2:1][C:2]1[C:11]2[C:6](=[C:7]([C:21]3[CH:22]=[N:23][CH:24]=[CH:25][C:20]=3[CH3:19])[CH:8]=[CH:9][CH:10]=2)[N:5]=[N:4][C:3]=1[C:13]([NH:15][CH:16]1[CH2:18][CH2:17]1)=[O:14]. The yield is 0.640. (6) The reactants are [NH:1]([C:48]([CH3:50])=[O:49])[C@H:2]([C:18]([NH:20][C@H:21]([C:26]([N:28]1[CH2:47][CH2:46][CH2:45][C@H:29]1[C:30]([NH:32][CH2:33][CH2:34][CH2:35][CH2:36][NH:37]C(OC(C)(C)C)=O)=[O:31])=[O:27])[CH2:22][CH:23]([CH3:25])[CH3:24])=[O:19])[CH2:3][C:4]1[CH:9]=[CH:8][C:7]([O:10][CH2:11][C:12]2[CH:17]=[CH:16][CH:15]=[CH:14][CH:13]=2)=[CH:6][CH:5]=1.[C:51]([OH:57])([C:53]([F:56])([F:55])[F:54])=[O:52]. The catalyst is C(Cl)Cl. The product is [NH:1]([C:48]([CH3:50])=[O:49])[C@H:2]([C:18]([NH:20][C@H:21]([C:26]([N:28]1[CH2:47][CH2:46][CH2:45][C@H:29]1[C:30]([NH:32][CH2:33][CH2:34][CH2:35][CH2:36][NH2:37])=[O:31])=[O:27])[CH2:22][CH:23]([CH3:24])[CH3:25])=[O:19])[CH2:3][C:4]1[CH:5]=[CH:6][C:7]([O:10][CH2:11][C:12]2[CH:13]=[CH:14][CH:15]=[CH:16][CH:17]=2)=[CH:8][CH:9]=1.[F:54][C:53]([C:51]([OH:57])=[O:52])([F:56])[F:55]. The yield is 0.780. (7) The reactants are [F:1][C:2]([F:14])([S:11]([O-:13])=[O:12])[CH2:3][O:4][C:5](=[O:10])[C:6]([CH3:9])([CH3:8])[CH3:7].[Na+:15].[OH2:16]. The catalyst is [O-][W]([O-])(=O)=O.[Na+].[Na+]. The product is [F:14][C:2]([F:1])([S:11]([O-:16])(=[O:13])=[O:12])[CH2:3][O:4][C:5](=[O:10])[C:6]([CH3:8])([CH3:9])[CH3:7].[Na+:15]. The yield is 0.910.